This data is from Forward reaction prediction with 1.9M reactions from USPTO patents (1976-2016). The task is: Predict the product of the given reaction. Given the reactants [C:1]1([C:7]2[C:15]3[C:14]([NH2:16])=[N:13][CH:12]=[N:11][C:10]=3[NH:9][C:8]=2[Si:17]([CH2:22][CH3:23])([CH2:20][CH3:21])[CH2:18][CH3:19])[CH:6]=[CH:5][CH:4]=[CH:3][CH:2]=1.C(Cl)CCl.C1C=CC2N(O)N=NC=2C=1.[CH2:38]([O:40][CH:41]([O:45][CH2:46][CH3:47])[C:42](O)=[O:43])[CH3:39].[H-].[H-].[H-].[H-].[Li+].[Al+3].C1COCC1, predict the reaction product. The product is: [CH2:38]([O:40][CH:41]([O:45][CH2:46][CH3:47])[C:42]([NH:16][C:14]1[C:15]2[C:7]([C:1]3[CH:2]=[CH:3][CH:4]=[CH:5][CH:6]=3)=[C:8]([Si:17]([CH2:20][CH3:21])([CH2:22][CH3:23])[CH2:18][CH3:19])[NH:9][C:10]=2[N:11]=[CH:12][N:13]=1)=[O:43])[CH3:39].